Dataset: Experimentally validated miRNA-target interactions with 360,000+ pairs, plus equal number of negative samples. Task: Binary Classification. Given a miRNA mature sequence and a target amino acid sequence, predict their likelihood of interaction. (1) The miRNA is hsa-miR-548ar-3p with sequence UAAAACUGCAGUUAUUUUUGC. The protein sequence of the target gene is MSARGEGAGQPSTSAQGQPAAPAPQKRGRGRPRKQQQEPTGEPSPKRPRGRPKGSKNKSPSKAAQKKAEATGEKRPRGRPRKWPQQVVQKKPAQEETEETSSQESAEED. Result: 1 (interaction). (2) The miRNA is hsa-miR-1301-5p with sequence CGCUCUAGGCACCGCAGCA. The protein sequence of the target gene is MATGANATPLDFPSKKRKRSRWNQDTMEQKTVIPGMPTVIPPGLTREQERAYIVQLQIEDLTRKLRTGDLGIPPNPEDRSPSPEPIYNSEGKRLNTREFRTRKKLEEERHNLITEMVALNPDFKPPADYKPPATRVSDKVMIPQDEYPEINFVGLLIGPRGNTLKNIEKECNAKIMIRGKGSVKEGKVGRKDGQMLPGEDEPLHALVTANTMENVKKAVEQIRNILKQGIETPEDQNDLRKMQLRELARLNGTLREDDNRILRPWQSSETRSITNTTVCTKCGGAGHIASDCKFQRPGDP.... Result: 0 (no interaction). (3) The miRNA is hsa-miR-3975 with sequence UGAGGCUAAUGCACUACUUCAC. The protein sequence of the target gene is MSQPPLLPASAETRKFTRALSKPGTAAELRQSVSEVVRGSVLLAKPKLIEPLDYENVIVQKKTQILNDCLREMLLFPYDDFQTAILRRQGRYICSTVPAKAEEEAQSLFVTECIKTYNSDWHLVNYKYEDYSGEFRQLPNKVVKLDKLPVHVYEVDEEVDKDEDAASLGSQKGGITKHGWLYKGNMNSAISVTMRSFKRRFFHLIQLGDGSYNLNFYKDEKISKEPKGSIFLDSCMGVVQNNKVRRFAFELKMQDKSSYLLAADSEVEMEEWITILNKILQLNFEAAMQEKRNGDSHEDD.... Result: 0 (no interaction). (4) The miRNA is mmu-miR-1306-3p with sequence ACGUUGGCUCUGGUGGUGAUG. The protein sequence of the target gene is MALLAIHSWRWAAAAVAFEKHKHSAVLTRALVSMCGSGPRWSSSQRGASGSARLSQTTESLRNTTQQRWGKDNSRQLLDATKALQTWPLIEKRTCWHGHAGGGLHTDPKEGLKDVDTRKIIKAMLSYVWPEDRPDLRARVAISLGFLGGAKAMNIVVPFMFKYAVDSLNQMSGNMLNLSDAPNTVATMATAVLIGYGVSRAGAAFFNEVRNAVFGKVAQNSIRRIAKNVFLHLHNLDLGFHLSRQTGALSKAIDRGTRGISFVLSALVFNLLPIVFEMMLVSSVLYYKCGAQFALVTLGT.... Result: 0 (no interaction).